Dataset: CYP2C9 inhibition data for predicting drug metabolism from PubChem BioAssay. Task: Regression/Classification. Given a drug SMILES string, predict its absorption, distribution, metabolism, or excretion properties. Task type varies by dataset: regression for continuous measurements (e.g., permeability, clearance, half-life) or binary classification for categorical outcomes (e.g., BBB penetration, CYP inhibition). Dataset: cyp2c9_veith. (1) The compound is CCOC(=O)c1c(C)[nH]c(C)c1C(=O)COC(=O)c1cccc(S(=O)(=O)N(CC)CC)c1. The result is 1 (inhibitor). (2) The drug is O=C(C[C@H](c1ccccc1)c1c(O)c2ccccc2oc1=O)c1ccccc1. The result is 1 (inhibitor).